Dataset: Catalyst prediction with 721,799 reactions and 888 catalyst types from USPTO. Task: Predict which catalyst facilitates the given reaction. (1) Reactant: [CH:1]1([C:4]2[CH:5]=[CH:6][C:7]([C:15]([OH:17])=O)=[N:8][C:9]=2[O:10][CH2:11][CH:12]2[CH2:14][CH2:13]2)[CH2:3][CH2:2]1.Cl.[NH2:19][CH:20]([CH3:23])[C:21]#[N:22].CO. Product: [C:21]([CH:20]([NH:19][C:15]([C:7]1[CH:6]=[CH:5][C:4]([CH:1]2[CH2:2][CH2:3]2)=[C:9]([O:10][CH2:11][CH:12]2[CH2:13][CH2:14]2)[N:8]=1)=[O:17])[CH3:23])#[N:22]. The catalyst class is: 194. (2) Reactant: [C:1]([O:4][C@H:5]([C:43]1[CH:48]=[CH:47][C:46]([F:49])=[CH:45][CH:44]=1)[CH2:6][CH2:7][C@H:8]1[C:11](=[O:12])[N:10]([C:13]2[CH:18]=[CH:17][C:16]([CH2:19][CH2:20][CH:21]=O)=[CH:15][CH:14]=2)[C@@H:9]1[C:23]1[CH:28]=[CH:27][C:26]([CH2:29][CH2:30][C:31]2([O:39][C:40](=[O:42])[CH3:41])[CH2:36][O:35][C:34]([CH3:38])([CH3:37])[O:33][CH2:32]2)=[CH:25][CH:24]=1)(=[O:3])[CH3:2].[NH2:50][C:51]1[S:52][CH:53]=[CH:54][N:55]=1.C(O[BH-](OC(=O)C)OC(=O)C)(=O)C.[Na+]. Product: [C:1]([O:4][C@H:5]([C:43]1[CH:44]=[CH:45][C:46]([F:49])=[CH:47][CH:48]=1)[CH2:6][CH2:7][C@H:8]1[C:11](=[O:12])[N:10]([C:13]2[CH:14]=[CH:15][C:16]([CH2:19][CH2:20][CH2:21][NH:50][C:51]3[S:52][CH:53]=[CH:54][N:55]=3)=[CH:17][CH:18]=2)[C@@H:9]1[C:23]1[CH:28]=[CH:27][C:26]([CH2:29][CH2:30][C:31]2([O:39][C:40](=[O:42])[CH3:41])[CH2:36][O:35][C:34]([CH3:38])([CH3:37])[O:33][CH2:32]2)=[CH:25][CH:24]=1)(=[O:3])[CH3:2]. The catalyst class is: 411. (3) Reactant: CCN(C(C)C)C(C)C.[CH:10]1([C:13](Cl)=[O:14])[CH2:12][CH2:11]1.[NH2:16][CH2:17][C:18]1[CH:23]=[CH:22][C:21]([C:24]([N:26]2[CH2:35][CH2:34][C:33]3[S:32][C:31]([CH3:36])=[N:30][C:29]=3[C:28]3[CH:37]=[CH:38][CH:39]=[CH:40][C:27]2=3)=[O:25])=[CH:20][C:19]=1[CH3:41]. Product: [CH3:41][C:19]1[CH:20]=[C:21]([C:24]([N:26]2[CH2:35][CH2:34][C:33]3[S:32][C:31]([CH3:36])=[N:30][C:29]=3[C:28]3[CH:37]=[CH:38][CH:39]=[CH:40][C:27]2=3)=[O:25])[CH:22]=[CH:23][C:18]=1[CH2:17][NH:16][C:13]([CH:10]1[CH2:12][CH2:11]1)=[O:14]. The catalyst class is: 4. (4) Reactant: C(Cl)(=O)C(Cl)=O.[Br:7][C:8]1[CH:9]=[N:10][C:11]([C:14]([OH:16])=O)=[N:12][CH:13]=1.Cl.[NH:18]1[CH2:21][CH2:20][CH2:19]1.C(N(CC)CC)C. Product: [N:18]1([C:14]([C:11]2[N:12]=[CH:13][C:8]([Br:7])=[CH:9][N:10]=2)=[O:16])[CH2:21][CH2:20][CH2:19]1. The catalyst class is: 85. (5) Reactant: [C:1]([C:3]1[O:7][C:6]([C:8]([OH:10])=O)=[CH:5][CH:4]=1)#[N:2].C(Cl)(=O)C([Cl:14])=O.C(OC([N:24]1[CH2:29][CH:28]=[C:27]([C:30]2[CH:35]=[CH:34][C:33]([NH2:36])=[C:32]([N:37]3[CH2:42][CH2:41][CH:40]([CH3:43])[CH2:39][CH2:38]3)[CH:31]=2)[CH2:26][CH2:25]1)=O)(C)(C)C.CCN(CC)CC. Product: [ClH:14].[ClH:14].[CH3:43][CH:40]1[CH2:39][CH2:38][N:37]([C:32]2[CH:31]=[C:30]([C:27]3[CH2:28][CH2:29][NH:24][CH2:25][CH:26]=3)[CH:35]=[CH:34][C:33]=2[NH:36][C:8]([C:6]2[O:7][C:3]([C:1]#[N:2])=[CH:4][CH:5]=2)=[O:10])[CH2:42][CH2:41]1. The catalyst class is: 59. (6) Reactant: [CH3:1][O:2][C:3]1[CH:4]=[CH:5][C:6]([N+:10]([O-:12])=[O:11])=[C:7]([OH:9])[CH:8]=1.C1(P(C2C=CC=CC=2)C2C=CC=CC=2)C=CC=CC=1.[CH3:32][CH2:33][O:34][C:35](/N=N/[C:35]([O:34][CH2:33][CH3:32])=O)=O. Product: [CH3:1][O:2][C:3]1[CH:4]=[CH:5][C:6]([N+:10]([O-:12])=[O:11])=[C:7]([CH:8]=1)[O:9][CH2:32][C@@H:33]1[CH2:35][O:34]1. The catalyst class is: 1. (7) Reactant: C(OC(=O)[NH:7][CH2:8][C:9](=[O:25])[NH:10][CH:11]([C:18]1[CH:23]=[CH:22][C:21]([Cl:24])=[CH:20][CH:19]=1)[C:12]1[CH:17]=[CH:16][CH:15]=[CH:14][CH:13]=1)(C)(C)C.Cl. Product: [ClH:24].[NH2:7][CH2:8][C:9]([NH:10][CH:11]([C:18]1[CH:23]=[CH:22][C:21]([Cl:24])=[CH:20][CH:19]=1)[C:12]1[CH:17]=[CH:16][CH:15]=[CH:14][CH:13]=1)=[O:25]. The catalyst class is: 27.